Dataset: Forward reaction prediction with 1.9M reactions from USPTO patents (1976-2016). Task: Predict the product of the given reaction. (1) Given the reactants C(OC(=O)[NH:7][C:8]1[S:9][C:10]([C:29]([OH:32])([CH3:31])[CH3:30])=[C:11]([C:13]2[C:14]([CH2:27]O)=[N:15][N:16]([CH2:18][C:19]3[CH:24]=[CH:23][C:22]([O:25][CH3:26])=[CH:21][CH:20]=3)[CH:17]=2)[N:12]=1)(C)(C)C.[OH-].[Na+], predict the reaction product. The product is: [CH3:26][O:25][C:22]1[CH:21]=[CH:20][C:19]([CH2:18][N:16]2[CH:17]=[C:13]3[C:14]([CH2:27][O:32][C:29]([CH3:31])([CH3:30])[C:10]4[S:9][C:8]([NH2:7])=[N:12][C:11]=43)=[N:15]2)=[CH:24][CH:23]=1. (2) Given the reactants [Cl:1][C:2]1[CH:7]=[CH:6][CH:5]=[C:4]([Cl:8])[C:3]=1[CH2:9][S:10]([C:13]1[CH:14]=[C:15]2[C:19](=[CH:20][CH:21]=1)[NH:18][C:17](=[O:22])[CH2:16]2)(=[O:12])=[O:11].[CH3:23][C:24]1[C:28]([CH2:29][CH2:30][C:31]([N:33]2[CH2:38][CH2:37][N:36]([CH3:39])[CH2:35][CH2:34]2)=[O:32])=[C:27]([CH3:40])[NH:26][C:25]=1[CH:41]=O.N1CCCCC1, predict the reaction product. The product is: [Cl:8][C:4]1[CH:5]=[CH:6][CH:7]=[C:2]([Cl:1])[C:3]=1[CH2:9][S:10]([C:13]1[CH:14]=[C:15]2[C:19](=[CH:20][CH:21]=1)[NH:18][C:17](=[O:22])/[C:16]/2=[CH:41]\[C:25]1[NH:26][C:27]([CH3:40])=[C:28]([CH2:29][CH2:30][C:31]([N:33]2[CH2:34][CH2:35][N:36]([CH3:39])[CH2:37][CH2:38]2)=[O:32])[C:24]=1[CH3:23])(=[O:12])=[O:11]. (3) The product is: [NH2:36][C:31]1[CH:30]=[C:29]([C:17]2[CH:18]=[C:19]([N:22]3[CH:27]=[CH:26][CH:25]=[CH:24][C:23]3=[O:28])[CH:20]=[CH:21][C:16]=2[N:14]2[CH:15]=[C:11]([CH2:10][NH:9][C:7]([C:5]3[S:6][C:2]([Cl:1])=[CH:3][CH:4]=3)=[O:8])[N:12]=[N:13]2)[CH:34]=[CH:33][N:32]=1. Given the reactants [Cl:1][C:2]1[S:6][C:5]([C:7]([NH:9][CH2:10][C:11]2[N:12]=[N:13][N:14]([C:16]3[CH:21]=[CH:20][C:19]([N:22]4[CH:27]=[CH:26][CH:25]=[CH:24][C:23]4=[O:28])=[CH:18][C:17]=3[C:29]3[CH:34]=[CH:33][N:32]=[C:31](F)[CH:30]=3)[CH:15]=2)=[O:8])=[CH:4][CH:3]=1.[N-:36]=[N+]=[N-].[Na+], predict the reaction product. (4) Given the reactants C[Si]([N-][Si](C)(C)C)(C)C.[Na+].[CH3:11][N:12]1[C:16](=[O:17])[CH:15]=[C:14]([Br:18])[NH:13]1.[F:19][C:20]([F:35])([C:31]([F:34])([F:33])[F:32])[C:21]([F:30])([F:29])[C:22]([F:28])([F:27])[S:23](F)(=[O:25])=[O:24], predict the reaction product. The product is: [CH3:11][N:12]1[C:16]([O:17][S:23]([C:22]([F:27])([F:28])[C:21]([F:29])([F:30])[C:20]([F:19])([F:35])[C:31]([F:34])([F:33])[F:32])(=[O:25])=[O:24])=[CH:15][C:14]([Br:18])=[N:13]1. (5) Given the reactants [CH:1]([C:3]1[C:11]([C:12]2[CH:17]=[CH:16][CH:15]=[CH:14][CH:13]=2)=[CH:10][C:9]([O:18][CH3:19])=[CH:8][C:4]=1[C:5](O)=[O:6])=O.O.[NH2:21][NH2:22], predict the reaction product. The product is: [CH3:19][O:18][C:9]1[CH:8]=[C:4]2[C:3]([CH:1]=[N:21][NH:22][C:5]2=[O:6])=[C:11]([C:12]2[CH:17]=[CH:16][CH:15]=[CH:14][CH:13]=2)[CH:10]=1. (6) Given the reactants [Cl:1][C:2]1[CH:3]=[C:4]([CH:18]=[CH:19][C:20]=1[Cl:21])[CH2:5][NH:6][C:7](=[O:17])[CH:8]=[C:9]1[C:13](=[O:14])OC(C)(C)[O:10]1.[CH2:22]=[N:23][CH2:24][CH2:25][N:26]1[CH2:31][CH2:30][O:29][CH2:28][CH2:27]1.CO, predict the reaction product. The product is: [Cl:1][C:2]1[CH:3]=[C:4]([CH:18]=[CH:19][C:20]=1[Cl:21])[CH2:5][NH:6][C:7]([C:8]1[CH2:22][N:23]([CH2:24][CH2:25][N:26]2[CH2:31][CH2:30][O:29][CH2:28][CH2:27]2)[C:13](=[O:14])[C:9]=1[OH:10])=[O:17]. (7) Given the reactants [CH2:1]([N:8]1[CH2:13][CH2:12][CH:11]([N:14]2[CH2:19][CH2:18][CH:17]([NH:20]C(=O)OC(C)(C)C)[CH2:16][CH2:15]2)[CH2:10][CH2:9]1)[C:2]1[CH:7]=[CH:6][CH:5]=[CH:4][CH:3]=1.C(O)(C(F)(F)F)=O, predict the reaction product. The product is: [CH2:1]([N:8]1[CH2:9][CH2:10][CH:11]([N:14]2[CH2:19][CH2:18][CH:17]([NH2:20])[CH2:16][CH2:15]2)[CH2:12][CH2:13]1)[C:2]1[CH:7]=[CH:6][CH:5]=[CH:4][CH:3]=1.